Dataset: Retrosynthesis with 50K atom-mapped reactions and 10 reaction types from USPTO. Task: Predict the reactants needed to synthesize the given product. (1) Given the product COc1c(C(C)(C)C)cc(-c2nc(C3CCN(C(=O)Cn4ccnc4)CC3)cs2)cc1C(C)(C)C, predict the reactants needed to synthesize it. The reactants are: COc1c(C(C)(C)C)cc(-c2nc(C3CCNCC3)cs2)cc1C(C)(C)C.O=C(O)Cn1ccnc1. (2) Given the product CC(C)(C)OC(=O)NCC(=O)N(C1CCCCC1)[C@H]1CCNC1, predict the reactants needed to synthesize it. The reactants are: CC(C)(C)OC(=O)NCC(=O)N(C1CCCCC1)[C@H]1CCN(C(=O)OCc2ccccc2)C1. (3) Given the product CC(=O)Nc1ccc(S(=O)CCCCOc2ccc3c(c2)C(C2CCCCC2)(C2CCCCC2)OC(=O)N3)cc1, predict the reactants needed to synthesize it. The reactants are: CC(=O)Nc1ccc(SCCCCOc2ccc3c(c2)C(C2CCCCC2)(C2CCCCC2)OC(=O)N3)cc1.OO.